From a dataset of Reaction yield outcomes from USPTO patents with 853,638 reactions. Predict the reaction yield, written as a fraction of the theoretical maximum amount of product (1.0 means a 100% yield; for example, 0.34 means a 34% yield). (1) The reactants are [CH2:1]([C@H:8]1[C@@H:12]([CH:13]2[CH2:17][C@@H:16]([O:18][CH2:19][C:20]3[CH:25]=[CH:24][CH:23]=[CH:22][CH:21]=3)[CH2:15][N:14]2[C:26]([O:28][C:29]([CH3:32])([CH3:31])[CH3:30])=[O:27])[O:11]C(=O)[NH:9]1)[C:2]1[CH:7]=[CH:6][CH:5]=[CH:4][CH:3]=1. The catalyst is O1CCOCC1.O.C(Cl)Cl.[Cl-].[Na+].O. The product is [NH2:9][C@@H:8]([CH2:1][C:2]1[CH:3]=[CH:4][CH:5]=[CH:6][CH:7]=1)[C@@H:12]([C@H:13]1[CH2:17][C@@H:16]([O:18][CH2:19][C:20]2[CH:25]=[CH:24][CH:23]=[CH:22][CH:21]=2)[CH2:15][N:14]1[C:26]([O:28][C:29]([CH3:30])([CH3:31])[CH3:32])=[O:27])[OH:11]. The yield is 0.430. (2) The reactants are [CH3:1][S:2]([OH:5])(=[O:4])=[O:3].[N:6]1[C:7]([CH2:15][O:16][C:17]2[CH:22]=[CH:21][C:20]([C:23]3[C:24](=[O:38])[C:25]([CH3:37])([CH3:36])[O:26][C:27]=3[C:28]3[CH:33]=[CH:32][C:31]([O:34][CH3:35])=[CH:30][CH:29]=3)=[CH:19][CH:18]=2)=[CH:8][N:9]2[C:14]=1[CH:13]=[CH:12][CH:11]=[N:10]2. The catalyst is C(Cl)Cl.C(OCC)C. The product is [CH3:1][S:2]([OH:5])(=[O:4])=[O:3].[N:6]1[C:7]([CH2:15][O:16][C:17]2[CH:18]=[CH:19][C:20]([C:23]3[C:24](=[O:38])[C:25]([CH3:36])([CH3:37])[O:26][C:27]=3[C:28]3[CH:33]=[CH:32][C:31]([O:34][CH3:35])=[CH:30][CH:29]=3)=[CH:21][CH:22]=2)=[CH:8][N:9]2[C:14]=1[CH:13]=[CH:12][CH:11]=[N:10]2. The yield is 0.560.